Dataset: Forward reaction prediction with 1.9M reactions from USPTO patents (1976-2016). Task: Predict the product of the given reaction. (1) Given the reactants Cl.[Br:2][C:3]1[CH:4]=[C:5]([C@:9]([NH:15][S@@](C(C)(C)C)=O)([CH3:14])[CH2:10][CH:11]([OH:13])[CH3:12])[CH:6]=[CH:7][CH:8]=1, predict the reaction product. The product is: [NH2:15][C:9]([C:5]1[CH:6]=[CH:7][CH:8]=[C:3]([Br:2])[CH:4]=1)([CH3:14])[CH2:10][C@@H:11]([OH:13])[CH3:12]. (2) Given the reactants [CH:1]1([NH:6][C:7]([C:9]2([CH2:16][OH:17])[CH2:14][CH2:13][CH2:12][NH:11][C:10]2=[O:15])=[O:8])[CH2:5][CH2:4][CH2:3][CH2:2]1.[H-].[Na+].[F:20][C:21]1[CH:28]=[CH:27][CH:26]=[C:25](F)[C:22]=1[C:23]#[N:24], predict the reaction product. The product is: [C:23]([C:22]1[C:21]([F:20])=[CH:28][CH:27]=[CH:26][C:25]=1[O:17][CH2:16][C:9]1([C:7]([NH:6][CH:1]2[CH2:5][CH2:4][CH2:3][CH2:2]2)=[O:8])[CH2:14][CH2:13][CH2:12][NH:11][C:10]1=[O:15])#[N:24]. (3) Given the reactants [CH2:1]([N:3]([N:11]1[CH:15]=[C:14]([C:16]2[CH:17]=[N:18][CH:19]=[CH:20][CH:21]=2)[N:13]=[CH:12]1)[C:4](=[O:10])[O:5][C:6]([CH3:9])([CH3:8])[CH3:7])[CH3:2].C([Li])CCC.[Cl:27]C(Cl)(Cl)C(Cl)(Cl)Cl, predict the reaction product. The product is: [Cl:27][C:12]1[N:11]([N:3]([CH2:1][CH3:2])[C:4](=[O:10])[O:5][C:6]([CH3:9])([CH3:7])[CH3:8])[CH:15]=[C:14]([C:16]2[CH:17]=[N:18][CH:19]=[CH:20][CH:21]=2)[N:13]=1.